The task is: Predict the reactants needed to synthesize the given product.. This data is from Full USPTO retrosynthesis dataset with 1.9M reactions from patents (1976-2016). (1) Given the product [C:9]1([C:7]([C:15]2[CH:16]=[CH:17][C:18]([NH:21][C:22]([CH:24]3[O:28][N:27]=[C:26]([C:29]4[CH:30]=[N:31][CH:32]=[CH:33][CH:34]=4)[CH2:25]3)=[O:23])=[CH:19][CH:20]=2)=[CH2:8])[CH:14]=[CH:13][CH:12]=[CH:11][CH:10]=1, predict the reactants needed to synthesize it. The reactants are: CS(Cl)(=O)=O.O[C:7]([C:15]1[CH:20]=[CH:19][C:18]([NH:21][C:22]([CH:24]2[O:28][N:27]=[C:26]([C:29]3[CH:30]=[N:31][CH:32]=[CH:33][CH:34]=3)[CH2:25]2)=[O:23])=[CH:17][CH:16]=1)([C:9]1[CH:14]=[CH:13][CH:12]=[CH:11][CH:10]=1)[CH3:8].C(N(CC)CC)C.O. (2) Given the product [C:1]([O:5][C:6]([N:8]([C:35]([O:37][C:38]([CH3:41])([CH3:40])[CH3:39])=[O:36])[CH:9]([C:31]([O:33][CH3:34])=[O:32])[CH2:10][N:11]1[C:19]2[C:14](=[CH:15][CH:16]=[C:17]([C:20]([O:22][CH3:23])=[O:21])[CH:18]=2)[C:13]([CH:24]2[CH2:29][CH2:28][CH2:27][CH2:26][CH2:25]2)=[C:12]1[C:51]1[CH:52]=[CH:53][CH:54]=[CH:55][C:50]=1[CH:48]=[O:49])=[O:7])([CH3:4])([CH3:3])[CH3:2], predict the reactants needed to synthesize it. The reactants are: [C:1]([O:5][C:6]([N:8]([C:35]([O:37][C:38]([CH3:41])([CH3:40])[CH3:39])=[O:36])[CH:9]([C:31]([O:33][CH3:34])=[O:32])[CH2:10][N:11]1[C:19]2[C:14](=[CH:15][CH:16]=[C:17]([C:20]([O:22][CH3:23])=[O:21])[CH:18]=2)[C:13]([CH:24]2[CH2:29][CH2:28][CH2:27][CH2:26][CH2:25]2)=[C:12]1Br)=[O:7])([CH3:4])([CH3:3])[CH3:2].C([O-])([O-])=O.[Na+].[Na+].[CH:48]([C:50]1[CH:55]=[CH:54][CH:53]=[CH:52][C:51]=1B(O)O)=[O:49]. (3) Given the product [Cl:22][C:18]1[CH:17]=[C:16]([N:10]2[CH:11]=[C:12]([C:13]3[N:24]=[CH:26][NH:32][N:15]=3)[C:8]([C:3]3[CH:4]=[CH:5][CH:6]=[CH:7][C:2]=3[Cl:1])=[N:9]2)[CH:21]=[CH:20][N:19]=1, predict the reactants needed to synthesize it. The reactants are: [Cl:1][C:2]1[CH:7]=[CH:6][CH:5]=[CH:4][C:3]=1[C:8]1[C:12]([C:13]([NH2:15])=O)=[CH:11][N:10]([C:16]2[CH:21]=[CH:20][N:19]=[C:18]([Cl:22])[CH:17]=2)[N:9]=1.C[N:24]([CH:26](OC)OC)C.O.[NH2:32]N. (4) Given the product [NH2:13][C:14]1[C:19]([C:3]2[CH:4]=[C:5]([Cl:9])[CH:6]=[C:7]([Cl:8])[C:2]=2[Cl:1])=[N:18][CH:17]=[C:16]([Cl:21])[N:15]=1, predict the reactants needed to synthesize it. The reactants are: [Cl:1][C:2]1[C:7]([Cl:8])=[CH:6][C:5]([Cl:9])=[CH:4][C:3]=1B(O)O.[NH2:13][C:14]1[C:19](Br)=[N:18][CH:17]=[C:16]([Cl:21])[N:15]=1.C(=O)([O-])[O-].[Na+].[Na+]. (5) The reactants are: C(OC(=O)COC1C=CC=C([S:13]([N:16]2[CH2:25][CH:24]([CH3:26])[C:23]3[C:18](=[CH:19][C:20](OS(C(F)(F)F)(=O)=O)=[CH:21][CH:22]=3)[CH2:17]2)(=[O:15])=[O:14])C=1C)C.[F:37][C:38]([F:49])([F:48])[C:39]1[CH:44]=[CH:43][C:42](B(O)O)=[CH:41][CH:40]=1.[OH2:50].O.O.P([O-])([O-])([O-])=O.[K+].[K+].[K+].[C:61]([O:64][CH2:65][CH3:66])(=[O:63])[CH3:62].[C:67]1([CH3:73])[CH:72]=[CH:71][CH:70]=[CH:69][CH:68]=1. Given the product [CH2:65]([O:64][C:61](=[O:63])[CH2:62][O:50][C:68]1[CH:69]=[CH:70][C:71]([S:13]([N:16]2[CH2:25][CH:24]([CH3:26])[C:19]3[C:18](=[CH:23][C:22]([C:42]4[CH:43]=[CH:44][C:39]([C:38]([F:49])([F:48])[F:37])=[CH:40][CH:41]=4)=[CH:21][CH:20]=3)[CH2:17]2)(=[O:15])=[O:14])=[CH:72][C:67]=1[CH3:73])[CH3:66], predict the reactants needed to synthesize it. (6) Given the product [N+:27]([C:30]1[CH:31]=[CH:32][C:33]([C:34]([N:16]2[CH2:15][C@H:14]([NH:13][C:12](=[O:26])[O:11][C:7]([CH3:10])([CH3:8])[CH3:9])[C:20](=[O:21])[NH:19][C:18]3[CH:22]=[CH:23][CH:24]=[CH:25][C:17]2=3)=[O:35])=[CH:37][CH:38]=1)([O-:29])=[O:28], predict the reactants needed to synthesize it. The reactants are: N1C=CC=CC=1.[C:7]([O:11][C:12](=[O:26])[NH:13][C@@H:14]1[C:20](=[O:21])[NH:19][C:18]2[CH:22]=[CH:23][CH:24]=[CH:25][C:17]=2[NH:16][CH2:15]1)([CH3:10])([CH3:9])[CH3:8].[N+:27]([C:30]1[CH:38]=[CH:37][C:33]([C:34](Cl)=[O:35])=[CH:32][CH:31]=1)([O-:29])=[O:28]. (7) Given the product [O:1]=[C:2]1[CH:7]([N:8]2[CH2:16][C:15]3[C:10](=[CH:11][CH:12]=[C:13]([CH2:17][NH:18][C:19]([N:21]4[CH2:22][CH2:23][NH:24][CH2:25][CH2:26]4)=[O:20])[CH:14]=3)[C:9]2=[O:34])[CH2:6][CH2:5][C:4](=[O:35])[NH:3]1, predict the reactants needed to synthesize it. The reactants are: [O:1]=[C:2]1[CH:7]([N:8]2[CH2:16][C:15]3[C:10](=[CH:11][CH:12]=[C:13]([CH2:17][NH:18][C:19]([N:21]4[CH2:26][CH2:25][N:24](C(OC(C)(C)C)=O)[CH2:23][CH2:22]4)=[O:20])[CH:14]=3)[C:9]2=[O:34])[CH2:6][CH2:5][C:4](=[O:35])[NH:3]1.Cl. (8) Given the product [CH3:1][O:2][C:3]([C:5]1[C:13]2[NH:12][C:11]([C:14]3[C:15](=[O:21])[NH:16][CH:17]=[CH:18][C:19]=3[NH:22][CH2:23][C@@H:24]([OH:25])[C:26]3[CH:31]=[CH:30][CH:29]=[CH:28][CH:27]=3)=[N:10][C:9]=2[CH:8]=[CH:7][CH:6]=1)=[O:4], predict the reactants needed to synthesize it. The reactants are: [CH3:1][O:2][C:3]([C:5]1[C:13]2[NH:12][C:11]([C:14]3[C:15](=[O:21])[NH:16][CH:17]=[CH:18][C:19]=3Cl)=[N:10][C:9]=2[CH:8]=[CH:7][CH:6]=1)=[O:4].[NH2:22][CH2:23][C@H:24]([C:26]1[CH:31]=[CH:30][CH:29]=[CH:28][CH:27]=1)[OH:25].CN1CCOCC1.CN(C=O)C.